From a dataset of Peptide-MHC class II binding affinity with 134,281 pairs from IEDB. Regression. Given a peptide amino acid sequence and an MHC pseudo amino acid sequence, predict their binding affinity value. This is MHC class II binding data. (1) The peptide sequence is EKKYFAATQFQPLAA. The MHC is HLA-DPA10201-DPB10501 with pseudo-sequence HLA-DPA10201-DPB10501. The binding affinity (normalized) is 0.807. (2) The peptide sequence is QPFPKTVWEQILNTW. The MHC is DRB1_1201 with pseudo-sequence DRB1_1201. The binding affinity (normalized) is 0.211. (3) The peptide sequence is VAVDIKEKGKDKWIE. The MHC is DRB1_0301 with pseudo-sequence DRB1_0301. The binding affinity (normalized) is 0.490. (4) The peptide sequence is KMIGGIGGFIKVRQYDQITI. The MHC is HLA-DPA10201-DPB10101 with pseudo-sequence HLA-DPA10201-DPB10101. The binding affinity (normalized) is 0.282. (5) The peptide sequence is RFFLPIFSEFVLLAT. The MHC is DRB1_0802 with pseudo-sequence DRB1_0802. The binding affinity (normalized) is 0.274. (6) The peptide sequence is TMTQMNQAFRNIVNM. The MHC is DRB1_0701 with pseudo-sequence DRB1_0701. The binding affinity (normalized) is 0.128. (7) The peptide sequence is KLISLKTDLGKIGVT. The MHC is DRB1_0101 with pseudo-sequence DRB1_0101. The binding affinity (normalized) is 0.766.